Task: Predict the reaction yield, written as a fraction of the theoretical maximum amount of product (1.0 means a 100% yield; for example, 0.34 means a 34% yield).. Dataset: Reaction yield outcomes from USPTO patents with 853,638 reactions The reactants are C(OC(=O)[NH:5][C:6]1([C:9]2[CH:14]=[CH:13][CH:12]=[CH:11][CH:10]=2)[CH2:8][CH2:7]1)C.O.[OH-].[Na+]. The catalyst is C(O)CO. The product is [C:9]1([C:6]2([NH2:5])[CH2:8][CH2:7]2)[CH:14]=[CH:13][CH:12]=[CH:11][CH:10]=1. The yield is 0.0800.